Task: Predict the reactants needed to synthesize the given product.. Dataset: Full USPTO retrosynthesis dataset with 1.9M reactions from patents (1976-2016) (1) Given the product [CH2:1]([S:3]([C:4]1[N:5]=[C:6]2[CH:11]=[CH:10][C:9]([CH2:12][CH2:13][CH3:14])=[N:8][N:7]2[C:15]=1[S:16]([NH2:19])(=[O:17])=[O:18])(=[O:21])=[O:39])[CH3:2], predict the reactants needed to synthesize it. The reactants are: [CH2:1]([S:3][C:4]1[N:5]=[C:6]2[CH:11]=[CH:10][C:9]([CH2:12][CH2:13][CH3:14])=[N:8][N:7]2[C:15]=1[S:16]([NH2:19])(=[O:18])=[O:17])[CH3:2].C([O-])([O-])=[O:21].C([O-])([O-])=O.OO.OO.OO.[Na+].[Na+].[Na+].[Na+].Cl.[OH2:39]. (2) Given the product [CH3:1][C:2]1[C@H:7]2[C@@:8]([CH2:9][CH2:10][CH:11]=[C:12]([CH3:14])[CH3:13])([CH3:15])[C@H:5]([CH2:6]2)[CH2:4][CH:3]=1, predict the reactants needed to synthesize it. The reactants are: [CH3:1][C:2]1[CH:7]2[C:8]3([CH3:15])[CH2:9][CH2:10][CH:11]([CH:12]([CH3:14])[CH3:13])[CH:6]2[CH:5]3[CH2:4][CH:3]=1. (3) Given the product [Cl:1][C:2]1[CH:7]=[C:6]([Cl:8])[CH:5]=[CH:4][C:3]=1[C:9]1[C:10]([OH:12])=[N:18][C:19]2[N:20]([N:21]=[CH:22][C:23]=2[C:24]([O:26][CH3:27])=[O:25])[C:14]=1[OH:16], predict the reactants needed to synthesize it. The reactants are: [Cl:1][C:2]1[CH:7]=[C:6]([Cl:8])[CH:5]=[CH:4][C:3]=1[CH:9]([C:14]([O:16]C)=O)[C:10]([O:12]C)=O.[NH2:18][C:19]1[C:23]([C:24]([O:26][CH3:27])=[O:25])=[CH:22][NH:21][N:20]=1.C(N(CCCC)CCCC)CCC.